This data is from Full USPTO retrosynthesis dataset with 1.9M reactions from patents (1976-2016). The task is: Predict the reactants needed to synthesize the given product. (1) Given the product [CH3:46][C:45]1([CH3:22])[CH2:44][C:43]2([CH2:42][CH2:41][CH2:4][N:3]([CH:18]3[CH2:19][CH2:20][N:15]([C:13]([O:12][C:8]([CH3:11])([CH3:10])[CH3:9])=[O:14])[CH2:16][CH2:17]3)[CH2:1]2)[C:36](=[O:39])[O:37]1, predict the reactants needed to synthesize it. The reactants are: [CH2:1]([N:3](CC)[CH2:4]C)C.[C:8]([O:12][C:13]([N:15]1[CH2:20][CH2:19][C:18](=O)[CH2:17][CH2:16]1)=[O:14])([CH3:11])([CH3:10])[CH3:9].[C:22](O[BH-](OC(=O)C)OC(=O)C)(=O)C.[Na+].[C:36](=[O:39])([O-])[OH:37].[Na+].[CH3:41][CH2:42][CH2:43][CH2:44][CH2:45][CH3:46]. (2) Given the product [CH3:6][O:7][CH:8]1[CH2:12][CH2:11][N:10]([C:13]2[N:33]=[C:16]3[CH:17]=[CH:18][C:19]([NH:21][C:22]([C:24]4[N:28]([CH3:29])[N:27]=[CH:26][C:25]=4[C:30]([N:1]4[CH2:5][CH2:4][CH2:3][CH2:2]4)=[O:32])=[O:23])=[CH:20][N:15]3[N:14]=2)[CH2:9]1, predict the reactants needed to synthesize it. The reactants are: [NH:1]1[CH2:5][CH2:4][CH2:3][CH2:2]1.[CH3:6][O:7][CH:8]1[CH2:12][CH2:11][N:10]([C:13]2[N:33]=[C:16]3[CH:17]=[CH:18][C:19]([NH:21][C:22]([C:24]4[N:28]([CH3:29])[N:27]=[CH:26][C:25]=4[C:30]([OH:32])=O)=[O:23])=[CH:20][N:15]3[N:14]=2)[CH2:9]1.